Predict which catalyst facilitates the given reaction. From a dataset of Catalyst prediction with 721,799 reactions and 888 catalyst types from USPTO. Product: [O:1]1[C:5]2[CH:6]=[CH:7][CH:8]=[CH:9][C:4]=2[CH:3]=[C:2]1[C:10]1[CH:15]=[CH:14][CH:13]=[CH:12][C:11]=1[C:16]1[CH:17]=[C:18]([C:22]([N:42]2[CH2:43][CH2:44][CH:40]([N:39]([CH2:45][CH3:46])[CH2:37][CH3:38])[CH2:41]2)=[O:23])[N:19]([CH3:21])[N:20]=1. The catalyst class is: 3. Reactant: [O:1]1[C:5]2[CH:6]=[CH:7][CH:8]=[CH:9][C:4]=2[CH:3]=[C:2]1[C:10]1[CH:15]=[CH:14][CH:13]=[CH:12][C:11]=1[C:16]1[CH:17]=[C:18]([C:22](O)=[O:23])[N:19]([CH3:21])[N:20]=1.C1N=CN(C(N2C=NC=C2)=O)C=1.[CH2:37]([N:39]([CH2:45][CH3:46])[CH:40]1[CH2:44][CH2:43][NH:42][CH2:41]1)[CH3:38].CCN(CC)CC.